Dataset: Forward reaction prediction with 1.9M reactions from USPTO patents (1976-2016). Task: Predict the product of the given reaction. (1) The product is: [C:27]([O:33][C:32]([N:52]([C@@H:50]([C:40]1[C:49]2[C:44](=[CH:45][CH:46]=[CH:47][CH:48]=2)[CH:43]=[CH:42][CH:41]=1)[CH3:51])[C@H:53]1[CH2:57][CH2:56][N:55]([C:58]([O:60][C:61]([CH3:63])([CH3:62])[CH3:64])=[O:59])[CH2:54]1)=[O:31])([CH3:26])([CH3:18])[CH3:22].[C:27]([O:33][C:32]([N:52]([C@@H:50]([C:40]1[C:49]2[C:44](=[CH:45][CH:46]=[CH:47][CH:48]=2)[CH:43]=[CH:42][CH:41]=1)[CH3:51])[C@@H:53]1[CH2:57][CH2:56][N:55]([C:58]([O:60][C:61]([CH3:63])([CH3:62])[CH3:64])=[O:59])[CH2:54]1)=[O:31])([CH3:26])([CH3:18])[CH3:22]. Given the reactants C(C1C=CC(N2CC[C@H](N[C@@H]([C:18]3[C:27]4[C:22](=CC=C[CH:26]=4)C=CC=3)C)C2)=CC=1)(=O)C.ClC(Cl)([O:31][C:32](=O)[O:33]C(Cl)(Cl)Cl)Cl.[C:40]1([CH:50]([NH:52][C@@H:53]2[CH2:57][CH2:56][N:55]([C:58]([O:60][C:61]([CH3:64])([CH3:63])[CH3:62])=[O:59])[CH2:54]2)[CH3:51])[C:49]2[C:44](=[CH:45][CH:46]=[CH:47][CH:48]=2)[CH:43]=[CH:42][CH:41]=1.C(N(CC)CC)C, predict the reaction product. (2) Given the reactants [Cl:1][C:2]1[CH:3]=[CH:4][C:5]([O:15][CH2:16][C:17]2[CH:22]=[CH:21][CH:20]=[C:19]([F:23])[C:18]=2[F:24])=[C:6]([C:8](=O)[CH2:9][CH2:10][C:11](=O)[CH3:12])[CH:7]=1.[CH3:25][O:26][C:27](=[O:39])[C:28]1[CH:33]=[C:32]([C:34]([F:37])([F:36])[F:35])[CH:31]=[C:30]([NH2:38])[CH:29]=1.CC1C=CC(S(O)(=O)=O)=CC=1, predict the reaction product. The product is: [CH3:25][O:26][C:27](=[O:39])[C:28]1[CH:33]=[C:32]([C:34]([F:37])([F:36])[F:35])[CH:31]=[C:30]([N:38]2[C:11]([CH3:12])=[CH:10][CH:9]=[C:8]2[C:6]2[CH:7]=[C:2]([Cl:1])[CH:3]=[CH:4][C:5]=2[O:15][CH2:16][C:17]2[CH:22]=[CH:21][CH:20]=[C:19]([F:23])[C:18]=2[F:24])[CH:29]=1. (3) Given the reactants [C:1]12([CH2:11][C:12]([NH:14][C:15]3[C:24]([CH3:25])=[CH:23][CH:22]=[C:21]4[C:16]=3[CH:17]=[CH:18][C:19]([N:26]3[CH2:30][CH2:29][C@@H:28]([OH:31])[CH2:27]3)=[N:20]4)=[O:13])[CH2:10][CH:5]3[CH2:6][CH:7]([CH2:9][CH:3]([CH2:4]3)[CH2:2]1)[CH2:8]2.C(N(CC)CC)C.[CH3:39][S:40](Cl)(=[O:42])=[O:41].C(=O)(O)[O-].[Na+], predict the reaction product. The product is: [CH3:39][S:40]([O:31][C@@H:28]1[CH2:29][CH2:30][N:26]([C:19]2[CH:18]=[CH:17][C:16]3[C:21](=[CH:22][CH:23]=[C:24]([CH3:25])[C:15]=3[NH:14][C:12](=[O:13])[CH2:11][C:1]34[CH2:2][CH:3]5[CH2:4][CH:5]([CH2:6][CH:7]([CH2:9]5)[CH2:8]3)[CH2:10]4)[N:20]=2)[CH2:27]1)(=[O:42])=[O:41]. (4) Given the reactants [CH3:1][O:2][C:3]1[CH:4]=[C:5]([NH:12][CH2:13][CH2:14][CH2:15][N:16]2[CH2:20][CH2:19][CH2:18][CH2:17]2)[CH:6]=[CH:7][C:8]=1[N+:9]([O-])=O.Cl, predict the reaction product. The product is: [CH3:1][O:2][C:3]1[CH:4]=[C:5]([NH:12][CH2:13][CH2:14][CH2:15][N:16]2[CH2:17][CH2:18][CH2:19][CH2:20]2)[CH:6]=[CH:7][C:8]=1[NH2:9]. (5) Given the reactants Br[C:2]1[CH:3]=[CH:4][C:5]([N:10]2[CH:14]=[C:13]([CH3:15])[N:12]=[CH:11]2)=[C:6]([CH:9]=1)[C:7]#[N:8].[CH2:16]([N:23]1[N:27]=[N:26][C:25]([NH2:28])=[N:24]1)[C:17]1[CH:22]=[CH:21][CH:20]=[CH:19][CH:18]=1, predict the reaction product. The product is: [CH2:16]([N:23]1[N:27]=[N:26][C:25]([NH:28][C:2]2[CH:3]=[CH:4][C:5]([N:10]3[CH:14]=[C:13]([CH3:15])[N:12]=[CH:11]3)=[C:6]([CH:9]=2)[C:7]#[N:8])=[N:24]1)[C:17]1[CH:18]=[CH:19][CH:20]=[CH:21][CH:22]=1. (6) Given the reactants [CH3:1][C:2]1[CH:16]=[CH:15][C:5]([S:6][C:7]2[CH:8]=[C:9]([CH:12]=[CH:13][CH:14]=2)[C:10]#[N:11])=[CH:4][CH:3]=1.C1COCC1.[H-].[Al+3].[Li+].[H-].[H-].[H-].[OH-].[Na+], predict the reaction product. The product is: [CH3:1][C:2]1[CH:16]=[CH:15][C:5]([S:6][C:7]2[CH:8]=[C:9]([CH:12]=[CH:13][CH:14]=2)[CH2:10][NH2:11])=[CH:4][CH:3]=1. (7) Given the reactants Cl[C:2]1[CH:7]=[C:6]([Cl:8])[N:5]=[N:4][C:3]=1[O:9][C:10]1[C:15]([CH:16]([CH3:18])[CH3:17])=[CH:14][CH:13]=[CH:12][C:11]=1[Cl:19].[Cl:20][C:21]1[N:22]=[N:23][C:24]([O:28][C:29]2[C:34]([CH:35]([CH3:37])[CH3:36])=[CH:33][CH:32]=[CH:31][C:30]=2[Cl:38])=[CH:25][C:26]=1Cl, predict the reaction product. The product is: [Cl:8][C:6]1[N:5]=[N:4][C:3]([O:9][C:10]2[C:15]([CH:16]([CH3:18])[CH3:17])=[CH:14][CH:13]=[CH:12][C:11]=2[Cl:19])=[C:2]([O:28][CH3:24])[CH:7]=1.[Cl:20][C:21]1[N:22]=[N:23][C:24]([O:28][C:29]2[C:34]([CH:35]([CH3:37])[CH3:36])=[CH:33][CH:32]=[CH:31][C:30]=2[Cl:38])=[CH:25][C:26]=1[O:9][CH3:3].